From a dataset of CYP2C9 inhibition data for predicting drug metabolism from PubChem BioAssay. Regression/Classification. Given a drug SMILES string, predict its absorption, distribution, metabolism, or excretion properties. Task type varies by dataset: regression for continuous measurements (e.g., permeability, clearance, half-life) or binary classification for categorical outcomes (e.g., BBB penetration, CYP inhibition). Dataset: cyp2c9_veith. (1) The drug is OC(Cc1ccccc1)(Cc1ccccc1)c1ccccc1. The result is 1 (inhibitor). (2) The compound is C/C(=N\Nc1nnc(-c2ccccc2)c(-c2ccccc2)n1)c1cccc([N+](=O)[O-])c1. The result is 1 (inhibitor). (3) The drug is CN(C)CCNc1ccccn1. The result is 0 (non-inhibitor). (4) The compound is O=C(O)c1ccc2c(c1)C(=O)N(C(Cc1ccc(O)cc1)C(=O)O)C2=O. The result is 0 (non-inhibitor).